From a dataset of NCI-60 drug combinations with 297,098 pairs across 59 cell lines. Regression. Given two drug SMILES strings and cell line genomic features, predict the synergy score measuring deviation from expected non-interaction effect. (1) Drug 1: CC1OCC2C(O1)C(C(C(O2)OC3C4COC(=O)C4C(C5=CC6=C(C=C35)OCO6)C7=CC(=C(C(=C7)OC)O)OC)O)O. Drug 2: COCCOC1=C(C=C2C(=C1)C(=NC=N2)NC3=CC=CC(=C3)C#C)OCCOC.Cl. Cell line: MCF7. Synergy scores: CSS=39.9, Synergy_ZIP=2.86, Synergy_Bliss=2.59, Synergy_Loewe=2.04, Synergy_HSA=3.31. (2) Drug 1: CCN(CC)CCNC(=O)C1=C(NC(=C1C)C=C2C3=C(C=CC(=C3)F)NC2=O)C. Drug 2: C(=O)(N)NO. Cell line: UACC62. Synergy scores: CSS=7.34, Synergy_ZIP=-2.86, Synergy_Bliss=-0.665, Synergy_Loewe=-5.41, Synergy_HSA=-0.125.